Dataset: Full USPTO retrosynthesis dataset with 1.9M reactions from patents (1976-2016). Task: Predict the reactants needed to synthesize the given product. Given the product [C:1]1([CH3:34])[CH:6]=[CH:5][CH:4]=[CH:3][C:2]=1[NH:7][C:8]1[O:9][C:10]2[CH:16]=[C:15]([CH2:17][C:18]([OH:19])=[O:62])[CH:14]=[CH:13][C:11]=2[N:12]=1, predict the reactants needed to synthesize it. The reactants are: [C:1]1([CH3:34])[CH:6]=[CH:5][CH:4]=[CH:3][C:2]=1[NH:7][C:8]1[O:9][C:10]2[CH:16]=[C:15]([CH2:17][C:18](NC3C=C4C(=CC=3)C(CC(O)=O)CC4)=[O:19])[CH:14]=[CH:13][C:11]=2[N:12]=1.C1(C)C(N=C=S)=CC=CC=1.C1(N=C=NC2CCCCC2)CCCCC1.C([OH:62])C.